Dataset: Forward reaction prediction with 1.9M reactions from USPTO patents (1976-2016). Task: Predict the product of the given reaction. (1) Given the reactants [CH3:1][N:2]1[CH2:7][CH2:6][N:5]([C:8]2[CH:9]=[CH:10][C:11]([N+:18]([O-:20])=[O:19])=[C:12]([CH2:14][C:15]([NH2:17])=[O:16])[CH:13]=2)[CH2:4][CH2:3]1.C[O:22][C:23](=O)[C:24]([C:26]1[C:34]2[C:29](=[CH:30][CH:31]=[CH:32][CH:33]=2)[NH:28][CH:27]=1)=O.CC([O-])(C)C.[K+], predict the reaction product. The product is: [NH:28]1[C:29]2[C:34](=[CH:33][CH:32]=[CH:31][CH:30]=2)[C:26]([C:24]2[C:23](=[O:22])[NH:17][C:15](=[O:16])[C:14]=2[C:12]2[CH:13]=[C:8]([N:5]3[CH2:6][CH2:7][N:2]([CH3:1])[CH2:3][CH2:4]3)[CH:9]=[CH:10][C:11]=2[N+:18]([O-:20])=[O:19])=[CH:27]1. (2) The product is: [F:23][C:2]([F:24])([F:1])[C:3]1[CH:4]=[C:5]([C:13]2[N:17]=[CH:16][N:15](/[CH:18]=[CH:19]\[C:20]([NH:26][NH:25][C:27]3[CH:32]=[CH:31][CH:30]=[CH:29][N:28]=3)=[O:21])[N:14]=2)[CH:6]=[C:7]([C:9]([F:11])([F:10])[F:12])[CH:8]=1. Given the reactants [F:1][C:2]([F:24])([F:23])[C:3]1[CH:4]=[C:5]([C:13]2[N:17]=[CH:16][N:15](/[CH:18]=[CH:19]\[C:20](O)=[O:21])[N:14]=2)[CH:6]=[C:7]([C:9]([F:12])([F:11])[F:10])[CH:8]=1.[NH:25]([C:27]1[CH:32]=[CH:31][CH:30]=[CH:29][N:28]=1)[NH2:26].C(P1(=O)OP(CCC)(=O)OP(CCC)(=O)O1)CC.CCN(C(C)C)C(C)C, predict the reaction product. (3) The product is: [CH2:29]([O:31][C:32]([C:34]1[CH:35]=[N:36][N:37]([C:2]2[N:6]([CH2:7][O:8][CH2:9][CH2:10][O:11][CH3:12])[C:5]3[CH:13]=[CH:14][CH:15]=[C:16]([Cl:17])[C:4]=3[N:3]=2)[CH:38]=1)=[O:33])[CH3:30]. Given the reactants Cl[C:2]1[N:6]([CH2:7][O:8][CH2:9][CH2:10][O:11][CH3:12])[C:5]2[CH:13]=[CH:14][CH:15]=[C:16]([Cl:17])[C:4]=2[N:3]=1.CN(C=O)C.C([O-])([O-])=O.[Cs+].[Cs+].[CH2:29]([O:31][C:32]([C:34]1[CH:35]=[N:36][NH:37][CH:38]=1)=[O:33])[CH3:30], predict the reaction product. (4) Given the reactants C(OC([N:8]1[C:16]2[C:11](=[CH:12][CH:13]=[CH:14][CH:15]=2)[C:10]([CH2:17][CH2:18][CH2:19][NH:20][C:21](=[O:33])[C@@H:22]([NH:25]C(OC(C)(C)C)=O)[CH2:23][CH3:24])=[CH:9]1)=O)(C)(C)C.ClCCl.Cl, predict the reaction product. The product is: [NH2:25][C@@H:22]([CH2:23][CH3:24])[C:21]([NH:20][CH2:19][CH2:18][CH2:17][C:10]1[C:11]2[C:16](=[CH:15][CH:14]=[CH:13][CH:12]=2)[NH:8][CH:9]=1)=[O:33]. (5) Given the reactants [K].[CH3:2][C:3]([CH3:11])([CH3:10])[CH2:4][CH2:5][S:6]([NH2:9])(=[O:8])=[O:7].[Cl:12][C:13]1[C:18]([O:19][C:20]2[CH:25]=[CH:24][CH:23]=[CH:22][C:21]=2[O:26][CH3:27])=[C:17](Cl)[N:16]=[C:15]([C:29]2[N:34]=[CH:33][CH:32]=[CH:31][N:30]=2)[N:14]=1, predict the reaction product. The product is: [Cl:12][C:13]1[N:14]=[C:15]([C:29]2[N:34]=[CH:33][CH:32]=[CH:31][N:30]=2)[N:16]=[C:17]([NH:9][S:6]([CH2:5][CH2:4][C:3]([CH3:11])([CH3:10])[CH3:2])(=[O:8])=[O:7])[C:18]=1[O:19][C:20]1[CH:25]=[CH:24][CH:23]=[CH:22][C:21]=1[O:26][CH3:27].